Task: Predict the reactants needed to synthesize the given product.. Dataset: Full USPTO retrosynthesis dataset with 1.9M reactions from patents (1976-2016) (1) Given the product [CH3:25][C:26]1[CH:34]=[CH:33][C:32]([NH:35][S:36]([C:39]2[S:40][CH:41]=[CH:42][CH:43]=2)(=[O:38])=[O:37])=[C:31]2[C:27]=1[CH:28]=[C:29]([C:44]([NH:24][CH2:23][CH2:22][S:21][C:2]([C:9]1[CH:14]=[CH:13][CH:12]=[CH:11][CH:10]=1)([C:15]1[CH:16]=[CH:17][CH:18]=[CH:19][CH:20]=1)[C:3]1[CH:8]=[CH:7][CH:6]=[CH:5][CH:4]=1)=[O:45])[NH:30]2, predict the reactants needed to synthesize it. The reactants are: Cl.[C:2]([S:21][CH2:22][CH2:23][NH2:24])([C:15]1[CH:20]=[CH:19][CH:18]=[CH:17][CH:16]=1)([C:9]1[CH:14]=[CH:13][CH:12]=[CH:11][CH:10]=1)[C:3]1[CH:8]=[CH:7][CH:6]=[CH:5][CH:4]=1.[CH3:25][C:26]1[CH:34]=[CH:33][C:32]([NH:35][S:36]([C:39]2[S:40][CH:41]=[CH:42][CH:43]=2)(=[O:38])=[O:37])=[C:31]2[C:27]=1[CH:28]=[C:29]([C:44](O)=[O:45])[NH:30]2.N1(O)C2C=CC=CC=2N=N1.Cl.CN(C)CCCN=C=NCC. (2) The reactants are: [F:1][C:2]([F:8])([F:7])[S:3]([O-:6])(=[O:5])=[O:4].[CH3:9][N:10]1[C:20]2[C:15](=[CH:16][CH:17]=[CH:18][CH:19]=2)[CH:14]=[CH:13][CH2+:11]1[CH3:12].N1CCCCC1.[CH3:27][N:28]1[CH:32]=[CH:31][CH:30]=[C:29]1[CH:33]=O. Given the product [OH:6][S:3]([C:2]([F:8])([F:7])[F:1])(=[O:5])=[O:4].[CH3:9][N:10]1[C:20]2[C:15](=[CH:16][CH:17]=[CH:18][CH:19]=2)[CH:14]=[CH:13][CH:11]1[CH:12]=[CH:33][C:29]1[N:28]([CH3:27])[CH:32]=[CH:31][CH:30]=1, predict the reactants needed to synthesize it. (3) Given the product [F:1][C:2]1[CH:7]=[CH:6][C:5]([C:8]2[C:13]([C:14]3[CH:19]=[N:18][C:17]([CH2:22][NH:21][CH:20]=[O:47])=[CH:16][CH:15]=3)=[CH:12][CH:11]=[CH:10][N:9]=2)=[CH:4][C:3]=1[CH3:23], predict the reactants needed to synthesize it. The reactants are: [F:1][C:2]1[CH:7]=[CH:6][C:5]([C:8]2[C:13]([C:14]3[CH:15]=[CH:16][C:17]4[N:18]([CH:20]=[N:21][CH:22]=4)[CH:19]=3)=[CH:12][CH:11]=[CH:10][N:9]=2)=[CH:4][C:3]=1[CH3:23].FC1C=CC(C2C(C3C=NC(CN)=CC=3)=CC=CN=2)=CC=1C.C(O)=[O:47]. (4) Given the product [Cl:1][C:2]1[CH:25]=[CH:24][C:5]([CH2:6][N:7]2[C:15]3[C:10](=[CH:11][C:12](/[CH:16]=[C:17]4/[C:18](=[O:23])[N:19]([CH2:40][CH2:39][N:38]5[CH2:32][CH2:31][C:36]([F:41])([F:35])[CH2:37]5)[C:20](=[O:22])[S:21]/4)=[CH:13][CH:14]=3)[CH:9]=[N:8]2)=[C:4]([C:26]([F:27])([F:29])[F:28])[CH:3]=1, predict the reactants needed to synthesize it. The reactants are: [Cl:1][C:2]1[CH:25]=[CH:24][C:5]([CH2:6][N:7]2[C:15]3[C:10](=[CH:11][C:12](/[CH:16]=[C:17]4/[C:18](=[O:23])[NH:19][C:20](=[O:22])[S:21]/4)=[CH:13][CH:14]=3)[CH:9]=[N:8]2)=[C:4]([C:26]([F:29])([F:28])[F:27])[CH:3]=1.Br[CH2:31][CH2:32]Cl.Cl.[F:35][C:36]1([F:41])[CH2:40][CH2:39][NH:38][CH2:37]1. (5) Given the product [F:11][C:12]([F:25])([F:24])[S:13]([O:3][CH2:2][CH2:1][O:4][S:13]([C:12]([F:11])([F:24])[F:25])(=[O:14])=[O:15])(=[O:15])=[O:14], predict the reactants needed to synthesize it. The reactants are: [CH2:1]([OH:4])[CH2:2][OH:3].N1C=CC=CC=1.[F:11][C:12]([F:25])([F:24])[S:13](O[S:13]([C:12]([F:25])([F:24])[F:11])(=[O:15])=[O:14])(=[O:15])=[O:14]. (6) Given the product [CH3:22][O:23][C:24](=[O:53])[C:25]([C:28]1[CH:29]=[CH:30][C:31]([C:16]#[C:15][C:8]2[CH:9]=[C:10]3[C:5](=[C:6]([CH:17]([CH3:19])[CH3:18])[CH:7]=2)[O:4][C:3]([CH2:1][CH3:2])([CH2:20][CH3:21])[CH2:12][C:11]3([CH3:14])[CH3:13])=[CH:32][CH:33]=1)([CH3:27])[CH3:26], predict the reactants needed to synthesize it. The reactants are: [CH2:1]([C:3]1([CH2:20][CH3:21])[CH2:12][C:11]([CH3:14])([CH3:13])[C:10]2[C:5](=[C:6]([CH:17]([CH3:19])[CH3:18])[CH:7]=[C:8]([C:15]#[CH:16])[CH:9]=2)[O:4]1)[CH3:2].[CH3:22][O:23][C:24](=[O:53])[C:25]([C:28]1[CH:33]=[CH:32][C:31](C#CC2C=C(C3CC3)C3OC4(CC4)CC(C)(C)C=3C=2)=[CH:30][CH:29]=1)([CH3:27])[CH3:26].C(N(CC)CC)C.C(OCC)(=O)C.